This data is from Reaction yield outcomes from USPTO patents with 853,638 reactions. The task is: Predict the reaction yield, written as a fraction of the theoretical maximum amount of product (1.0 means a 100% yield; for example, 0.34 means a 34% yield). (1) The reactants are Cl.C(OCC)(=O)C.[C:8]12([NH:18][C:19](=[O:32])[CH2:20][N:21](C(OC(C)(C)C)=O)[CH2:22][CH2:23][CH3:24])[CH2:17][CH:12]3[CH2:13][CH:14]([CH2:16][CH:10]([CH2:11]3)[CH2:9]1)[CH2:15]2. No catalyst specified. The product is [C:8]12([NH:18][C:19](=[O:32])[CH2:20][NH:21][CH2:22][CH2:23][CH3:24])[CH2:17][CH:12]3[CH2:11][CH:10]([CH2:16][CH:14]([CH2:13]3)[CH2:15]1)[CH2:9]2. The yield is 0.950. (2) The reactants are [F:1][C:2]([F:15])([F:14])[S:3]([O:6]S(C(F)(F)F)(=O)=O)(=[O:5])=[O:4].C(C1C=C(C)C=C(C(C)(C)C)N=1)(C)(C)C.O=[C:32]1[CH2:37][CH2:36][CH:35]([CH2:38][C:39]([O:41][CH2:42][CH3:43])=[O:40])[CH2:34][CH2:33]1. The catalyst is C(Cl)Cl. The product is [F:1][C:2]([F:15])([F:14])[S:3]([O:6][C:32]1[CH2:37][CH2:36][CH:35]([CH2:38][C:39]([O:41][CH2:42][CH3:43])=[O:40])[CH2:34][CH:33]=1)(=[O:5])=[O:4]. The yield is 0.860. (3) The reactants are [Cl:1][C:2]1[CH:11]=[CH:10][C:9]2[C:4](=[CH:5][CH:6]=[C:7]([O:12][CH3:13])[CH:8]=2)[N:3]=1.[Br:14]Br. The catalyst is C(Cl)Cl. The product is [Br:14][C:8]1[C:7]([O:12][CH3:13])=[CH:6][CH:5]=[C:4]2[C:9]=1[CH:10]=[CH:11][C:2]([Cl:1])=[N:3]2. The yield is 0.990. (4) The reactants are C(O)(C(F)(F)F)=O.[Cl:8][C:9]1[CH:14]=[CH:13][CH:12]=[C:11]([Cl:15])[C:10]=1[NH:16][C:17]([NH:19][C:20]1[CH:25]=[C:24]([F:26])[CH:23]=[CH:22][C:21]=1[C:27]([NH:29][C@H:30]([C:39]([O:41]C(C)(C)C)=[O:40])[CH2:31][C:32]([O:34]C(C)(C)C)=[O:33])=[O:28])=[O:18]. The catalyst is C(Cl)Cl. The product is [Cl:8][C:9]1[CH:14]=[CH:13][CH:12]=[C:11]([Cl:15])[C:10]=1[NH:16][C:17]([NH:19][C:20]1[CH:25]=[C:24]([F:26])[CH:23]=[CH:22][C:21]=1[C:27]([NH:29][C@H:30]([C:39]([OH:41])=[O:40])[CH2:31][C:32]([OH:34])=[O:33])=[O:28])=[O:18]. The yield is 0.820.